From a dataset of TCR-epitope binding with 47,182 pairs between 192 epitopes and 23,139 TCRs. Binary Classification. Given a T-cell receptor sequence (or CDR3 region) and an epitope sequence, predict whether binding occurs between them. (1) The epitope is LVLSVNPYV. The TCR CDR3 sequence is CASSLEGAAGDLYEQYF. Result: 0 (the TCR does not bind to the epitope). (2) The epitope is SEVGPEHSLAEY. Result: 1 (the TCR binds to the epitope). The TCR CDR3 sequence is CASSYSVNTEAFF. (3) The epitope is TVYDPLQPELDSFK. The TCR CDR3 sequence is CASSPGTAPQFF. Result: 1 (the TCR binds to the epitope). (4) The epitope is DATYQRTRALVR. Result: 0 (the TCR does not bind to the epitope). The TCR CDR3 sequence is CASRVTGTFF. (5) The epitope is TSDLATNNLVVMAY. The TCR CDR3 sequence is CASSSTDRVYSPLHF. Result: 0 (the TCR does not bind to the epitope). (6) The epitope is KLMNIQQKL. The TCR CDR3 sequence is CSARPRPGQGHYSNQPQHF. Result: 0 (the TCR does not bind to the epitope). (7) The epitope is LLWNGPMAV. The TCR CDR3 sequence is CASSLTQGNYEQYF. Result: 1 (the TCR binds to the epitope).